From a dataset of Full USPTO retrosynthesis dataset with 1.9M reactions from patents (1976-2016). Predict the reactants needed to synthesize the given product. (1) Given the product [CH2:47]([N:49]([CH2:53][CH3:54])[CH2:50][CH2:51][O:45][C:39]1[CH:38]=[C:37]2[C:42]([C:33]([O:32][C:29]3[CH:30]=[CH:31][C:26]([NH:25][C:23]([C:20]4([C:18]([NH:17][C:14]5[CH:15]=[CH:16][C:11]([F:10])=[CH:12][CH:13]=5)=[O:19])[CH2:21][CH2:22]4)=[O:24])=[CH:27][C:28]=3[F:46])=[CH:34][CH:35]=[N:36]2)=[CH:41][C:40]=1[O:43][CH3:44])[CH3:48], predict the reactants needed to synthesize it. The reactants are: C1(C(N)=O)(C(N)=O)CC1.[F:10][C:11]1[CH:16]=[CH:15][C:14]([NH:17][C:18]([C:20]2([C:23]([NH:25][C:26]3[CH:31]=[CH:30][C:29]([O:32][C:33]4[C:42]5[C:37](=[CH:38][C:39]([OH:45])=[C:40]([O:43][CH3:44])[CH:41]=5)[N:36]=[CH:35][CH:34]=4)=[C:28]([F:46])[CH:27]=3)=[O:24])[CH2:22][CH2:21]2)=[O:19])=[CH:13][CH:12]=1.[CH2:47]([N:49]([CH2:53][CH3:54])[CH2:50][CH2:51]O)[CH3:48].C1C=CC(P(C2C=CC=CC=2)C2C=CC=CC=2)=CC=1.CC(OC(/N=N/C(OC(C)C)=O)=O)C. (2) Given the product [CH3:1]/[C:2](=[CH:6]\[S:7][C:8]1[CH:13]=[CH:12][CH:11]=[CH:10][CH:9]=1)/[C:3]([NH:18][C:19]1[CH:24]=[CH:23][CH:22]=[CH:21][CH:20]=1)=[O:5], predict the reactants needed to synthesize it. The reactants are: [CH3:1]/[C:2](=[CH:6]\[S:7][C:8]1[CH:13]=[CH:12][CH:11]=[CH:10][CH:9]=1)/[C:3]([OH:5])=O.S(Cl)(Cl)=O.[NH2:18][C:19]1[CH:24]=[CH:23][CH:22]=[CH:21][CH:20]=1. (3) Given the product [OH:8][N:9]1[C:15](=[O:16])[N:14]2[CH2:17][C@H:10]1[CH2:11][CH2:12][C@H:13]2[C:18]([NH:20][O:21][CH3:22])=[O:19], predict the reactants needed to synthesize it. The reactants are: C([O:8][N:9]1[C:15](=[O:16])[N:14]2[CH2:17][C@H:10]1[CH2:11][CH2:12][C@H:13]2[C:18]([NH:20][O:21][CH3:22])=[O:19])C1C=CC=CC=1. (4) The reactants are: [CH:1]1([C:6]([CH:8]2[CH2:14][CH2:13][CH2:12][C:11]3[CH:15]=[C:16]([N:19]4[CH2:23][C@H:22]([CH2:24][NH:25][C:26](=[O:28])[CH3:27])[O:21][C:20]4=[O:29])[CH:17]=[CH:18][C:10]=3[C:9]2=O)=O)[CH2:5][CH2:4][CH2:3][CH2:2]1.Cl.[NH2:32][NH2:33].C(=O)(O)[O-].[Na+]. Given the product [CH:1]1([C:6]2[C:8]3[CH2:14][CH2:13][CH2:12][C:11]4[CH:15]=[C:16]([N:19]5[CH2:23][C@H:22]([CH2:24][NH:25][C:26](=[O:28])[CH3:27])[O:21][C:20]5=[O:29])[CH:17]=[CH:18][C:10]=4[C:9]=3[NH:33][N:32]=2)[CH2:2][CH2:3][CH2:4][CH2:5]1, predict the reactants needed to synthesize it. (5) Given the product [F:1][C:2]1[CH:7]=[CH:6][C:5]([C:8]([F:11])([F:10])[F:9])=[CH:4][C:3]=1[NH:12][C:13]1[N:40]([CH3:41])[C:39]2[CH:38]=[CH:37][C:18]([O:19][C:20]3[CH:25]=[CH:24][N:23]=[C:22]([NH:26][C:27](=[O:36])[CH2:28][N:29]4[CH2:33][CH2:32][CH2:31][C@H:30]4[CH2:34][OH:35])[CH:21]=3)=[CH:17][C:16]=2[N:15]=1, predict the reactants needed to synthesize it. The reactants are: [F:1][C:2]1[CH:7]=[CH:6][C:5]([C:8]([F:11])([F:10])[F:9])=[CH:4][C:3]=1[N:12]=[C:13]=S.[NH2:15][C:16]1[CH:17]=[C:18]([CH:37]=[CH:38][C:39]=1[NH:40][CH3:41])[O:19][C:20]1[CH:25]=[CH:24][N:23]=[C:22]([NH:26][C:27](=[O:36])[CH2:28][N:29]2[CH2:33][CH2:32][CH2:31][CH:30]2[CH2:34][OH:35])[CH:21]=1.NC(N)=S. (6) Given the product [Cl:57][C:54]1[S:53][C:52]([NH:51][C:37](=[O:39])[CH:36]([N:40]2[CH2:48][C:47]3[C:42](=[CH:43][CH:44]=[CH:45][CH:46]=3)[C:41]2=[O:49])[CH2:35][CH:28]2[CH2:34][CH2:33][CH2:32][CH2:31][CH2:30][CH2:29]2)=[N:56][CH:55]=1, predict the reactants needed to synthesize it. The reactants are: F[P-](F)(F)(F)(F)F.N1(O[P+](N(C)C)(N(C)C)N(C)C)C2C=CC=CC=2N=N1.[CH:28]1([CH2:35][CH:36]([N:40]2[CH2:48][C:47]3[C:42](=[CH:43][CH:44]=[CH:45][CH:46]=3)[C:41]2=[O:49])[C:37]([OH:39])=O)[CH2:34][CH2:33][CH2:32][CH2:31][CH2:30][CH2:29]1.Cl.[NH2:51][C:52]1[S:53][C:54]([Cl:57])=[CH:55][N:56]=1.C1(C[C@H](N2CC3C(=CC=CC=3)C2=O)C(NC2SC=CN=2)=O)CCCCC1.